The task is: Predict which catalyst facilitates the given reaction.. This data is from Catalyst prediction with 721,799 reactions and 888 catalyst types from USPTO. (1) Reactant: [C:1]1([C:7]([C:13]2[CH:18]=[CH:17][CH:16]=[CH:15][CH:14]=2)=[N:8][N:9]([CH3:12])[C:10]#[N:11])[CH:6]=[CH:5][CH:4]=[CH:3][CH:2]=1.Cl.[NH2:20][OH:21].C(O[Na])(C)=O. Product: [C:1]1([C:7]([C:13]2[CH:18]=[CH:17][CH:16]=[CH:15][CH:14]=2)=[N:8][N:9]([CH3:12])/[C:10](=[N:20]\[OH:21])/[NH2:11])[CH:2]=[CH:3][CH:4]=[CH:5][CH:6]=1. The catalyst class is: 14. (2) Reactant: C([Li])CCC.Br[C:7]1[CH:8]=[C:9]([CH3:18])[C:10]([O:14][CH:15]([F:17])[F:16])=[C:11]([CH3:13])[CH:12]=1.[Cl:19][C:20]1[CH:25]=[C:24]([C:26]([C:34]2[C:35]([C:40]#[N:41])=[N:36][CH:37]=[CH:38][CH:39]=2)=[N:27]S(C(C)(C)C)=O)[CH:23]=[CH:22][N:21]=1.Cl.C([O-])(O)=O.[Na+]. Product: [Cl:19][C:20]1[CH:25]=[C:24]([C:26]2([C:7]3[CH:8]=[C:9]([CH3:18])[C:10]([O:14][CH:15]([F:17])[F:16])=[C:11]([CH3:13])[CH:12]=3)[C:34]3[C:35](=[N:36][CH:37]=[CH:38][CH:39]=3)[C:40]([NH2:41])=[N:27]2)[CH:23]=[CH:22][N:21]=1. The catalyst class is: 1. (3) Reactant: C(O[C@H]1[CH2:13][C@@H:12]([S:14][C:15]([C:28]2[CH:33]=[CH:32][CH:31]=[CH:30][CH:29]=2)([C:22]2[CH:27]=[CH:26][CH:25]=[CH:24][CH:23]=2)[C:16]2[CH:21]=[CH:20][CH:19]=[CH:18][CH:17]=2)[CH2:11][N:10]1[CH3:34])C1C=CC=CC=1.Cl[C:36]([O:38][C:39]1[CH:44]=[CH:43][CH:42]=[CH:41][CH:40]=1)=[O:37].N1[CH:50]=[CH:49][CH:48]=[CH:47][CH:46]=1.Cl.C[CH2:53][O:54][C:55]([CH3:57])=O. Product: [C:39]1([O:38][C:36]([N:10]2[CH2:11][C@H:12]([S:14][C:15]([C:28]3[CH:33]=[CH:32][CH:31]=[CH:30][CH:29]=3)([C:16]3[CH:21]=[CH:20][CH:19]=[CH:18][CH:17]=3)[C:22]3[CH:27]=[CH:26][CH:25]=[CH:24][CH:23]=3)[CH2:13][C@H:34]2[CH2:53][O:54][CH2:55][C:57]2[CH:50]=[CH:49][CH:48]=[CH:47][CH:46]=2)=[O:37])[CH:44]=[CH:43][CH:42]=[CH:41][CH:40]=1. The catalyst class is: 1. (4) Reactant: [CH:1]([N:4]1[C:9](=[O:10])[CH:8]=[CH:7][C:6]([C:11]2[NH:12][C:13](=[O:22])[O:14][C:15]=2[C:16]2[CH:21]=[CH:20][CH:19]=[CH:18][CH:17]=2)=[N:5]1)([CH3:3])[CH3:2].[H-].[Na+].Br[CH2:26][C:27]([O:29][CH3:30])=[O:28].O. Product: [CH:1]([N:4]1[C:9](=[O:10])[CH:8]=[CH:7][C:6]([C:11]2[N:12]([CH2:26][C:27]([O:29][CH3:30])=[O:28])[C:13](=[O:22])[O:14][C:15]=2[C:16]2[CH:17]=[CH:18][CH:19]=[CH:20][CH:21]=2)=[N:5]1)([CH3:3])[CH3:2]. The catalyst class is: 479.